From a dataset of NCI-60 drug combinations with 297,098 pairs across 59 cell lines. Regression. Given two drug SMILES strings and cell line genomic features, predict the synergy score measuring deviation from expected non-interaction effect. (1) Drug 1: CCC1(CC2CC(C3=C(CCN(C2)C1)C4=CC=CC=C4N3)(C5=C(C=C6C(=C5)C78CCN9C7C(C=CC9)(C(C(C8N6C=O)(C(=O)OC)O)OC(=O)C)CC)OC)C(=O)OC)O.OS(=O)(=O)O. Drug 2: CN(CCCl)CCCl.Cl. Cell line: SW-620. Synergy scores: CSS=33.8, Synergy_ZIP=-12.3, Synergy_Bliss=-4.54, Synergy_Loewe=-3.13, Synergy_HSA=-1.41. (2) Drug 1: CCC1(CC2CC(C3=C(CCN(C2)C1)C4=CC=CC=C4N3)(C5=C(C=C6C(=C5)C78CCN9C7C(C=CC9)(C(C(C8N6C=O)(C(=O)OC)O)OC(=O)C)CC)OC)C(=O)OC)O.OS(=O)(=O)O. Drug 2: C1=CC=C(C=C1)NC(=O)CCCCCCC(=O)NO. Cell line: NCI/ADR-RES. Synergy scores: CSS=61.2, Synergy_ZIP=-3.48, Synergy_Bliss=-3.93, Synergy_Loewe=-4.22, Synergy_HSA=-1.23. (3) Drug 1: C1=CC(=CC=C1C#N)C(C2=CC=C(C=C2)C#N)N3C=NC=N3. Drug 2: CC=C1C(=O)NC(C(=O)OC2CC(=O)NC(C(=O)NC(CSSCCC=C2)C(=O)N1)C(C)C)C(C)C. Cell line: CAKI-1. Synergy scores: CSS=5.81, Synergy_ZIP=1.44, Synergy_Bliss=0.114, Synergy_Loewe=-59.2, Synergy_HSA=-3.62. (4) Drug 1: C1=NC(=NC(=O)N1C2C(C(C(O2)CO)O)O)N. Drug 2: CCN(CC)CCCC(C)NC1=C2C=C(C=CC2=NC3=C1C=CC(=C3)Cl)OC. Cell line: NCI-H460. Synergy scores: CSS=68.6, Synergy_ZIP=-3.09, Synergy_Bliss=-2.99, Synergy_Loewe=-22.0, Synergy_HSA=-1.74. (5) Drug 1: C1CCN(CC1)CCOC2=CC=C(C=C2)C(=O)C3=C(SC4=C3C=CC(=C4)O)C5=CC=C(C=C5)O. Drug 2: CC1=C2C(C(=O)C3(C(CC4C(C3C(C(C2(C)C)(CC1OC(=O)C(C(C5=CC=CC=C5)NC(=O)C6=CC=CC=C6)O)O)OC(=O)C7=CC=CC=C7)(CO4)OC(=O)C)O)C)OC(=O)C. Cell line: MALME-3M. Synergy scores: CSS=37.2, Synergy_ZIP=-3.81, Synergy_Bliss=4.95, Synergy_Loewe=-47.1, Synergy_HSA=3.92.